This data is from Full USPTO retrosynthesis dataset with 1.9M reactions from patents (1976-2016). The task is: Predict the reactants needed to synthesize the given product. (1) The reactants are: [NH2:1][C@@H:2]([CH2:6][CH2:7][C@H:8]([NH2:30])[CH2:9][C@@H:10]1[C@@H:14]([OH:15])[C@@H:13]([O:16]CC#C)[C@H:12]([N:20]2[CH:28]=[N:27][C:26]3[C:21]2=[N:22][CH:23]=[N:24][C:25]=3[NH2:29])[O:11]1)[C:3]([OH:5])=[O:4].O=C1O[C@H]([C@H](CO)O)C([O-])=C1O.[Na+].[N-]=[N+]=[N-].C(#N)C.O.C(O)(C(F)(F)F)=O. Given the product [CH:23]1[N:24]=[C:25]([NH2:29])[C:26]2[N:27]=[CH:28][N:20]([C@@H:12]3[O:11][C@H:10]([CH2:9][C@@H:8]([NH2:30])[CH2:7][CH2:6][C@H:2]([NH2:1])[C:3]([OH:5])=[O:4])[C@@H:14]([OH:15])[C@H:13]3[OH:16])[C:21]=2[N:22]=1, predict the reactants needed to synthesize it. (2) Given the product [CH2:24]([O:26][C:27]([C:28]1[C:21]([C:16]2[CH:17]=[CH:18][CH:19]=[CH:20][N:15]=2)=[N:22][O:23][C:29]=1[CH3:30])=[O:36])[CH3:25], predict the reactants needed to synthesize it. The reactants are: ClN1C(=O)CCC1=O.N1C=CC=CC=1.[N:15]1[CH:20]=[CH:19][CH:18]=[CH:17][C:16]=1[CH:21]=[N:22][OH:23].[CH2:24]([O:26][C:27](=[O:36])/[CH:28]=[C:29](/N1CCCC1)\[CH3:30])[CH3:25].C(N(CC)CC)C. (3) Given the product [OH:30][CH:28]([C:19]1[CH:20]=[C:21]([NH:24][CH3:25])[CH:22]=[CH:23][C:18]=1[C:15]1[S:16][C:17]2[CH:9]([OH:8])[CH2:10][CH2:11][CH2:12][C:13]=2[N:14]=1)[CH3:29].[OH:30][CH:28]([C:19]1[CH:20]=[C:21]([N:24]([CH3:27])[CH:25]=[O:26])[CH:22]=[CH:23][C:18]=1[C:15]1[S:16][C:17]2[CH:9]([OH:8])[CH2:10][CH2:11][CH2:12][C:13]=2[N:14]=1)[CH3:29], predict the reactants needed to synthesize it. The reactants are: [Si]([O:8][CH:9]1[C:17]2[S:16][C:15]([C:18]3[CH:23]=[CH:22][C:21]([N:24]([CH3:27])[CH:25]=[O:26])=[CH:20][C:19]=3[CH:28]([OH:30])[CH3:29])=[N:14][C:13]=2[CH2:12][CH2:11][CH2:10]1)(C(C)(C)C)(C)C.C([O-])(O)=O.[Na+]. (4) Given the product [Br:1][C:2]1[CH:22]=[CH:21][C:20]2[O:19][CH2:18][CH2:17][N:7]([CH2:8][C:9]3[CH:14]=[CH:13][C:12]([O:15][CH3:16])=[CH:11][CH:10]=3)[C:5](=[O:6])[C:4]=2[C:3]=1[CH3:24], predict the reactants needed to synthesize it. The reactants are: [Br:1][C:2]1[C:3]([CH3:24])=[C:4]([C:20](F)=[CH:21][CH:22]=1)[C:5]([N:7]([CH2:17][CH2:18][OH:19])[CH2:8][C:9]1[CH:14]=[CH:13][C:12]([O:15][CH3:16])=[CH:11][CH:10]=1)=[O:6]. (5) Given the product [C:9]([O:8][C:7]([NH:6][C:3]1[CH:4]=[CH:5][O:1][C:2]=1[C:19]([O:20][CH3:21])=[O:22])=[O:13])([CH3:10])([CH3:12])[CH3:11], predict the reactants needed to synthesize it. The reactants are: [O:1]1[CH:5]=[CH:4][C:3]([NH:6][C:7](=[O:13])[O:8][C:9]([CH3:12])([CH3:11])[CH3:10])=[CH:2]1.[Li]CCCC.[C:19](=O)([O:22]C)[O:20][CH3:21]. (6) Given the product [CH2:15]([N:17]1[C:25]2[C:20](=[N:21][CH:22]=[CH:23][C:24]=2[C:26]([F:27])([F:29])[F:28])[N:19]([C:30]2[CH:35]=[CH:34][C:33]([O:36][C:3]3[N:2]([CH3:1])[C:6]4=[N:7][CH:8]=[CH:9][CH:10]=[C:5]4[N:4]=3)=[CH:32][CH:31]=2)[C:18]1=[O:37])[CH3:16], predict the reactants needed to synthesize it. The reactants are: [CH3:1][N:2]1[C:6]2=[N:7][CH:8]=[CH:9][CH:10]=[C:5]2[N:4]=[C:3]1S(C)(=O)=O.[CH2:15]([N:17]1[C:25]2[C:20](=[N:21][CH:22]=[CH:23][C:24]=2[C:26]([F:29])([F:28])[F:27])[N:19]([C:30]2[CH:35]=[CH:34][C:33]([OH:36])=[CH:32][CH:31]=2)[C:18]1=[O:37])[CH3:16].[H-].[Na+]. (7) Given the product [C:8]([O:12][C:13](=[O:39])[CH2:14][N:15]([S:24]([C:27]1[CH:36]=[C:35]2[C:30]([C:31]([Cl:38])=[CH:32][N:33]=[C:34]2[NH:6][C:5]([NH2:7])=[NH:4])=[CH:29][CH:28]=1)(=[O:25])=[O:26])[C@H:16]([C:18]1[CH:19]=[CH:20][CH:21]=[CH:22][CH:23]=1)[CH3:17])([CH3:9])([CH3:10])[CH3:11], predict the reactants needed to synthesize it. The reactants are: [H-].[Na+].Cl.[NH2:4][C:5]([NH2:7])=[NH:6].[C:8]([O:12][C:13](=[O:39])[CH2:14][N:15]([S:24]([C:27]1[CH:36]=[C:35]2[C:30]([C:31]([Cl:38])=[CH:32][N:33]=[C:34]2Cl)=[CH:29][CH:28]=1)(=[O:26])=[O:25])[C@H:16]([C:18]1[CH:23]=[CH:22][CH:21]=[CH:20][CH:19]=1)[CH3:17])([CH3:11])([CH3:10])[CH3:9].